From a dataset of Forward reaction prediction with 1.9M reactions from USPTO patents (1976-2016). Predict the product of the given reaction. (1) Given the reactants [Si:1]([O:8][C:9]1[CH:10]=[CH:11][CH:12]=[C:13]2[C:18]=1[N:17]=[C:16](/[CH:19]=[N:20]/[NH:21][C:22]1[CH:27]=[C:26]([CH3:28])[CH:25]=[CH:24][N:23]=1)[CH:15]=[CH:14]2)([C:4]([CH3:7])([CH3:6])[CH3:5])([CH3:3])[CH3:2].C(O)(=O)C.C(O)(=O)C.IC1C=CC=CC=1, predict the reaction product. The product is: [Si:1]([O:8][C:9]1[CH:10]=[CH:11][CH:12]=[C:13]2[C:18]=1[N:17]=[C:16]([C:19]1[N:23]3[CH:24]=[CH:25][C:26]([CH3:28])=[CH:27][C:22]3=[N:21][N:20]=1)[CH:15]=[CH:14]2)([C:4]([CH3:7])([CH3:6])[CH3:5])([CH3:3])[CH3:2]. (2) Given the reactants [NH2:1][C:2]1[C:3]([C:23]([F:26])([F:25])[F:24])=[C:4]2[C:10]([CH:11]3[CH2:16][CH2:15][N:14]([C:17](=[O:21])[CH:18]([CH3:20])[CH3:19])[CH2:13][CH2:12]3)=[CH:9][N:8]([CH3:22])[C:5]2=[N:6][CH:7]=1.N1C=CC=CC=1.[C:33]([C:35]1[CH:36]=[C:37]([CH:41]=[CH:42][CH:43]=1)[C:38](Cl)=[O:39])#[N:34].CC(OC)(C)C, predict the reaction product. The product is: [C:33]([C:35]1[CH:36]=[C:37]([CH:41]=[CH:42][CH:43]=1)[C:38]([NH:1][C:2]1[C:3]([C:23]([F:26])([F:25])[F:24])=[C:4]2[C:10]([CH:11]3[CH2:16][CH2:15][N:14]([C:17](=[O:21])[CH:18]([CH3:19])[CH3:20])[CH2:13][CH2:12]3)=[CH:9][N:8]([CH3:22])[C:5]2=[N:6][CH:7]=1)=[O:39])#[N:34]. (3) Given the reactants [C:1]([O:5][C:6]([N:8]1[CH2:13][CH2:12][CH:11]([C:14](=[O:16])[CH3:15])[CH2:10][CH2:9]1)=[O:7])([CH3:4])([CH3:3])[CH3:2].C[Si](C)(C)N[Si](C)(C)C.[Li].[C:27]1([CH2:33][C:34](OC)=[O:35])[CH:32]=[CH:31][CH:30]=[CH:29][CH:28]=1, predict the reaction product. The product is: [C:1]([O:5][C:6]([N:8]1[CH2:13][CH2:12][CH:11]([C:14](=[O:16])[CH2:15][C:34](=[O:35])[CH2:33][C:27]2[CH:32]=[CH:31][CH:30]=[CH:29][CH:28]=2)[CH2:10][CH2:9]1)=[O:7])([CH3:4])([CH3:2])[CH3:3].